From a dataset of Catalyst prediction with 721,799 reactions and 888 catalyst types from USPTO. Predict which catalyst facilitates the given reaction. The catalyst class is: 43. Reactant: C([N:8]1[CH2:13][CH:12]=[C:11]([C:14]2[C:15]([OH:26])=[N:16][C:17]3[C:22]([CH:23]=2)=[CH:21][C:20]([O:24][CH3:25])=[CH:19][CH:18]=3)[CH2:10][CH2:9]1)C1C=CC=CC=1.[H][H].C1COCC1. Product: [CH3:25][O:24][C:20]1[CH:21]=[C:22]2[C:17](=[CH:18][CH:19]=1)[NH:16][C:15](=[O:26])[C:14]([CH:11]1[CH2:12][CH2:13][NH:8][CH2:9][CH2:10]1)=[CH:23]2.